Dataset: Reaction yield outcomes from USPTO patents with 853,638 reactions. Task: Predict the reaction yield, written as a fraction of the theoretical maximum amount of product (1.0 means a 100% yield; for example, 0.34 means a 34% yield). (1) The reactants are [NH2:1][C:2]1[CH:11]=[CH:10][CH:9]=[C:8]2[C:3]=1[CH:4]=[CH:5][N:6]=[CH:7]2.[Cl:12][C:13]([Cl:18])([Cl:17])[C:14](Cl)=[O:15]. The catalyst is ClCCl.CCN(CC)CC. The product is [Cl:12][C:13]([Cl:18])([Cl:17])[C:14]([NH:1][C:2]1[CH:11]=[CH:10][CH:9]=[C:8]2[C:3]=1[CH:4]=[CH:5][N:6]=[CH:7]2)=[O:15]. The yield is 0.650. (2) The reactants are Cl[C@H:2]([CH3:6])[C:3]([OH:5])=[O:4].[CH3:7][N:8]1[C:12]([C:13]2[S:14][CH:15]=[CH:16][CH:17]=2)=[N:11][N:10]=[C:9]1[SH:18].C(=O)([O-])[O-].[K+].[K+]. The catalyst is C(#N)C.CN(C=O)C. The product is [CH3:7][N:8]1[C:12]([C:13]2[S:14][CH:15]=[CH:16][CH:17]=2)=[N:11][N:10]=[C:9]1[S:18][CH:2]([CH3:6])[C:3]([OH:5])=[O:4]. The yield is 0.120. (3) The reactants are [F-].C([N+](CCCC)(CCCC)CCCC)CCC.[CH2:19]([O:22][C:23]([NH:25][C@H:26]([CH:112]([CH3:114])[CH3:113])[C:27]([NH:29][C@H:30]([CH3:111])[C:31]([NH:33][C:34]1[CH:110]=[CH:109][C:37]([CH2:38][O:39][C:40]([N:42]2[C:48]3[CH:49]=[C:50]([O:55][CH2:56][CH2:57][CH2:58][O:59][C:60]4[C:61]([O:92][CH3:93])=[CH:62][C:63]5[C:69](=[O:70])[N:68]6[CH:71]=[C:72](/[CH:74]=[CH:75]/[CH3:76])[CH2:73][C@H:67]6[C@H:66]([O:77][Si](C(C)(C)C)(C)C)[N:65]([C:85]([O:87][CH2:88][CH:89]=[CH2:90])=[O:86])[C:64]=5[CH:91]=4)[C:51]([O:53][CH3:54])=[CH:52][C:47]=3[C:46](=[O:94])[N:45]3[CH:95]=[C:96](/[CH:98]=[CH:99]/[CH3:100])[CH2:97][C@H:44]3[C@@H:43]2[O:101][Si](C(C)(C)C)(C)C)=[O:41])=[CH:36][CH:35]=1)=[O:32])=[O:28])=[O:24])[CH:20]=[CH2:21]. The catalyst is C1COCC1.C(OCC)(=O)C. The product is [CH2:19]([O:22][C:23]([NH:25][C@H:26]([CH:112]([CH3:114])[CH3:113])[C:27]([NH:29][C@H:30]([CH3:111])[C:31]([NH:33][C:34]1[CH:35]=[CH:36][C:37]([CH2:38][O:39][C:40]([N:42]2[C:48]3[CH:49]=[C:50]([O:55][CH2:56][CH2:57][CH2:58][O:59][C:60]4[C:61]([O:92][CH3:93])=[CH:62][C:63]5[C:69](=[O:70])[N:68]6[CH:71]=[C:72](/[CH:74]=[CH:75]/[CH3:76])[CH2:73][C@H:67]6[C@H:66]([OH:77])[N:65]([C:85]([O:87][CH2:88][CH:89]=[CH2:90])=[O:86])[C:64]=5[CH:91]=4)[C:51]([O:53][CH3:54])=[CH:52][C:47]=3[C:46](=[O:94])[N:45]3[CH:95]=[C:96](/[CH:98]=[CH:99]/[CH3:100])[CH2:97][C@H:44]3[C@@H:43]2[OH:101])=[O:41])=[CH:109][CH:110]=1)=[O:32])=[O:28])=[O:24])[CH:20]=[CH2:21]. The yield is 0.730. (4) The product is [F:13][C:12]([F:15])([F:14])[CH2:11][N:8]1[C:6]2[N:7]=[C:2]([C:26]3[CH:27]=[CH:28][C:23]([NH2:22])=[CH:24][CH:25]=3)[N:3]=[C:4]([N:16]3[CH2:21][CH2:20][O:19][CH2:18][CH2:17]3)[C:5]=2[CH:10]=[CH:9]1. The reactants are Cl[C:2]1[N:3]=[C:4]([N:16]2[CH2:21][CH2:20][O:19][CH2:18][CH2:17]2)[C:5]2[CH:10]=[CH:9][N:8]([CH2:11][C:12]([F:15])([F:14])[F:13])[C:6]=2[N:7]=1.[NH2:22][C:23]1[CH:28]=[CH:27][C:26](B2OC(C)(C)C(C)(C)O2)=[CH:25][CH:24]=1.C(=O)([O-])[O-].[Na+].[Na+]. The yield is 0.830. The catalyst is C1C=CC([P]([Pd]([P](C2C=CC=CC=2)(C2C=CC=CC=2)C2C=CC=CC=2)([P](C2C=CC=CC=2)(C2C=CC=CC=2)C2C=CC=CC=2)[P](C2C=CC=CC=2)(C2C=CC=CC=2)C2C=CC=CC=2)(C2C=CC=CC=2)C2C=CC=CC=2)=CC=1.COCCOC. (5) The reactants are [O:1]1[C:6]2[CH:7]=[CH:8][C:9]([C:11]3[C:12]([C:19]4[S:20][CH:21]=[CH:22][N:23]=4)=[N:13][N:14]([CH3:18])[C:15]=3[CH:16]=[O:17])=[CH:10][C:5]=2[CH2:4][CH2:3][CH2:2]1.C[Si](C#N)(C)C.[Na].[C:31](Cl)(=[O:33])C.[CH3:35][OH:36]. The catalyst is ClCCl.[I-].[Zn+2].[I-]. The product is [O:1]1[C:6]2[CH:7]=[CH:8][C:9]([C:11]3[C:12]([C:19]4[S:20][CH:21]=[CH:22][N:23]=4)=[N:13][N:14]([CH3:18])[C:15]=3[CH:16]([OH:17])[C:35]([O:33][CH3:31])=[O:36])=[CH:10][C:5]=2[CH2:4][CH2:3][CH2:2]1. The yield is 0.420. (6) The reactants are [C:1]([O:5][C:6]([N:8]([CH2:32][C@H:33]1[CH2:42][CH2:41][C:40]2[C:35](=[CH:36][CH:37]=[C:38]([C:43]3[CH:52]=[CH:51][C:46]([C:47]([O:49][CH3:50])=[O:48])=[CH:45][CH:44]=3)[CH:39]=2)[O:34]1)[CH2:9][C@H:10]([O:24][Si](C(C)(C)C)(C)C)[C:11]1[CH:12]=[N:13][C:14]([N:17]2[C:21]([CH3:22])=[CH:20][CH:19]=[C:18]2[CH3:23])=[CH:15][CH:16]=1)=[O:7])([CH3:4])([CH3:3])[CH3:2].[F-].C([N+](CCCC)(CCCC)CCCC)CCC. The catalyst is C1COCC1. The product is [C:1]([O:5][C:6]([N:8]([CH2:32][C@H:33]1[CH2:42][CH2:41][C:40]2[C:35](=[CH:36][CH:37]=[C:38]([C:43]3[CH:52]=[CH:51][C:46]([C:47]([O:49][CH3:50])=[O:48])=[CH:45][CH:44]=3)[CH:39]=2)[O:34]1)[CH2:9][C@@H:10]([C:11]1[CH:12]=[N:13][C:14]([N:17]2[C:18]([CH3:23])=[CH:19][CH:20]=[C:21]2[CH3:22])=[CH:15][CH:16]=1)[OH:24])=[O:7])([CH3:4])([CH3:2])[CH3:3]. The yield is 0.920. (7) The yield is 0.516. The product is [Br:16][C:17]1[CH:18]=[CH:19][C:20]([CH2:23][NH:7][CH2:6][C:5]([O:4][CH2:2][CH3:3])=[O:8])=[N:21][CH:22]=1. The catalyst is CO. The reactants are Cl.[CH2:2]([O:4][C:5](=[O:8])[CH2:6][NH2:7])[CH3:3].C(N(CC)CC)C.[Br:16][C:17]1[CH:18]=[CH:19][C:20]([CH:23]=O)=[N:21][CH:22]=1.C(O[BH-](OC(=O)C)OC(=O)C)(=O)C.[Na+]. (8) The reactants are [NH2:1][C:2]1[C:3]([C:19](O)=O)=[N:4][C:5]([C:8]2[CH2:9][CH2:10][N:11]([S:14]([CH2:17][CH3:18])(=[O:16])=[O:15])[CH2:12][CH:13]=2)=[CH:6][N:7]=1.[CH3:22][C:23]1[CH:24]=[C:25]([NH2:30])[C:26]([NH2:29])=[CH:27][CH:28]=1.C(OP(C#N)(OCC)=O)C.C(N(CC)CC)C. The catalyst is COCCOC. The product is [CH2:17]([S:14]([N:11]1[CH2:12][CH:13]=[C:8]([C:5]2[N:4]=[C:3]([C:19]3[NH:29][C:26]4[CH:27]=[CH:28][C:23]([CH3:22])=[CH:24][C:25]=4[N:30]=3)[C:2]([NH2:1])=[N:7][CH:6]=2)[CH2:9][CH2:10]1)(=[O:16])=[O:15])[CH3:18]. The yield is 0.210. (9) The reactants are [CH:1]1[C:11]2[CH2:10][CH2:9][C:8]3[CH:12]=[CH:13][CH:14]=[CH:15][C:7]=3[C:6](=[CH:16][C:17]3[CH:22]=[CH:21][CH:20]=[CH:19][C:18]=3B(O)O)[C:5]=2[CH:4]=[CH:3][CH:2]=1.Br[C:27]1[C:28]([CH3:33])=[N:29][O:30][C:31]=1[CH3:32]. No catalyst specified. The product is [CH:1]1[C:11]2[CH2:10][CH2:9][C:8]3[CH:12]=[CH:13][CH:14]=[CH:15][C:7]=3[C:6](=[CH:16][C:17]3[CH:22]=[CH:21][CH:20]=[CH:19][C:18]=3[C:27]3[C:28]([CH3:33])=[N:29][O:30][C:31]=3[CH3:32])[C:5]=2[CH:4]=[CH:3][CH:2]=1. The yield is 0.0200.